Dataset: Peptide-MHC class I binding affinity with 185,985 pairs from IEDB/IMGT. Task: Regression. Given a peptide amino acid sequence and an MHC pseudo amino acid sequence, predict their binding affinity value. This is MHC class I binding data. (1) The peptide sequence is IIYYQLAGY. The MHC is HLA-A02:03 with pseudo-sequence HLA-A02:03. The binding affinity (normalized) is 0.0847. (2) The peptide sequence is FPQVGGLTSI. The MHC is HLA-A30:01 with pseudo-sequence HLA-A30:01. The binding affinity (normalized) is 0.0495. (3) The peptide sequence is LLLCLIFLLV. The MHC is HLA-A11:01 with pseudo-sequence HLA-A11:01. The binding affinity (normalized) is 0.0380. (4) The peptide sequence is LLPLTSLVIT. The MHC is HLA-A02:02 with pseudo-sequence HLA-A02:02. The binding affinity (normalized) is 0.362.